Dataset: Catalyst prediction with 721,799 reactions and 888 catalyst types from USPTO. Task: Predict which catalyst facilitates the given reaction. Reactant: CS(O)(=O)=O.S(=O)(=O)=O.C(=O)(O)[O-].[NH2:14][NH:15][C:16]([NH2:18])=[NH2+:17].C(=O)=O.[Cl:22][C:23]1[C:32]([Cl:33])=[CH:31][CH:30]=[CH:29][C:24]=1[C:25]([C:27]#[N:28])=O.[OH-].[Na+]. Product: [CH:30]1[CH:31]=[C:32]([Cl:33])[C:23]([Cl:22])=[C:24]([C:25]2[N:14]=[N:15][C:16]([NH2:18])=[N:17][C:27]=2[NH2:28])[CH:29]=1. The catalyst class is: 10.